From a dataset of Reaction yield outcomes from USPTO patents with 853,638 reactions. Predict the reaction yield, written as a fraction of the theoretical maximum amount of product (1.0 means a 100% yield; for example, 0.34 means a 34% yield). The reactants are [CH3:1][N:2]([CH3:20])[C:3]([C:5]1[N:14]([CH:15]2[CH2:19][CH2:18][CH2:17][CH2:16]2)[C:8]2[N:9]=[C:10](Cl)[N:11]=[CH:12][C:7]=2[CH:6]=1)=[O:4].[NH2:21][C:22]1[N:27]=[CH:26][C:25]([N:28]2[CH2:33][CH2:32][CH:31]([CH2:34][CH2:35][OH:36])[CH2:30][CH2:29]2)=[CH:24][CH:23]=1. No catalyst specified. The product is [CH3:1][N:2]([CH3:20])[C:3]([C:5]1[N:14]([CH:15]2[CH2:19][CH2:18][CH2:17][CH2:16]2)[C:8]2[N:9]=[C:10]([NH:21][C:22]3[N:27]=[CH:26][C:25]([N:28]4[CH2:29][CH2:30][CH:31]([CH2:34][CH2:35][OH:36])[CH2:32][CH2:33]4)=[CH:24][CH:23]=3)[N:11]=[CH:12][C:7]=2[CH:6]=1)=[O:4]. The yield is 0.930.